This data is from Full USPTO retrosynthesis dataset with 1.9M reactions from patents (1976-2016). The task is: Predict the reactants needed to synthesize the given product. (1) Given the product [CH2:69]([NH:76][C:2]1[CH:10]=[C:9]2[C:5]([C:6]([CH3:16])([CH3:15])[C:7](=[O:14])[N:8]2[CH:11]([CH3:13])[CH3:12])=[CH:4][CH:3]=1)[C:70]1[CH:75]=[CH:74][CH:73]=[CH:72][CH:71]=1, predict the reactants needed to synthesize it. The reactants are: Br[C:2]1[CH:10]=[C:9]2[C:5]([C:6]([CH3:16])([CH3:15])[C:7](=[O:14])[N:8]2[CH:11]([CH3:13])[CH3:12])=[CH:4][CH:3]=1.C1C=CC(P(C2C(C3C(P(C4C=CC=CC=4)C4C=CC=CC=4)=CC=C4C=3C=CC=C4)=C3C(C=CC=C3)=CC=2)C2C=CC=CC=2)=CC=1.CC(C)([O-])C.[Na+].[CH2:69]([NH2:76])[C:70]1[CH:75]=[CH:74][CH:73]=[CH:72][CH:71]=1.C([O-])([O-])=O.[Na+].[Na+]. (2) The reactants are: [Br:1][C:2]1[CH:3]=[CH:4][C:5](Cl)=[C:6]([CH:10]=1)[C:7]([OH:9])=O.[NH:12]1[CH2:17][CH2:16][CH2:15][CH2:14][CH:13]1[CH2:18][OH:19].[CH3:20][Mg]Br. Given the product [Br:1][C:2]1[CH:3]=[CH:4][C:5]2[O:19][CH:18]([CH3:20])[CH:13]3[CH2:14][CH2:15][CH2:16][CH2:17][N:12]3[C:7](=[O:9])[C:6]=2[CH:10]=1, predict the reactants needed to synthesize it. (3) Given the product [CH2:12]([N:10]1[C:11]2[C:6](=[CH:5][CH:4]=[CH:3][C:2]=2[NH:1][CH2:28][CH3:29])[CH2:7][CH:8]([NH:20][C:21](=[O:27])[O:22][C:23]([CH3:24])([CH3:26])[CH3:25])[C:9]1=[O:19])[C:13]1[CH:18]=[CH:17][CH:16]=[CH:15][CH:14]=1, predict the reactants needed to synthesize it. The reactants are: [NH2:1][C:2]1[CH:3]=[CH:4][CH:5]=[C:6]2[C:11]=1[N:10]([CH2:12][C:13]1[CH:18]=[CH:17][CH:16]=[CH:15][CH:14]=1)[C:9](=[O:19])[CH:8]([NH:20][C:21](=[O:27])[O:22][C:23]([CH3:26])([CH3:25])[CH3:24])[CH2:7]2.[CH:28](=O)[CH3:29].C(O)(=O)C.C([BH3-])#N.[Na+]. (4) Given the product [S:1]1[C:5]2[CH:6]=[CH:7][CH:8]=[CH:9][C:4]=2[N:3]=[C:2]1[NH:10][C:11]([N:33]1[CH2:34][CH2:35][N:30]([C:28]2[S:27][N:26]=[C:25]([C:19]3[CH:24]=[CH:23][CH:22]=[CH:21][CH:20]=3)[N:29]=2)[CH2:31][CH2:32]1)=[O:18], predict the reactants needed to synthesize it. The reactants are: [S:1]1[C:5]2[CH:6]=[CH:7][CH:8]=[CH:9][C:4]=2[N:3]=[C:2]1[NH:10][C:11](=[O:18])OCC(Cl)(Cl)Cl.[C:19]1([C:25]2[N:29]=[C:28]([N:30]3[CH2:35][CH2:34][NH:33][CH2:32][CH2:31]3)[S:27][N:26]=2)[CH:24]=[CH:23][CH:22]=[CH:21][CH:20]=1.C(N(C(C)C)CC)(C)C.O. (5) The reactants are: C([O:4][C:5]1[CH:6]=[C:7]([CH2:15][C:16]([O:18][C:19]([CH3:22])([CH3:21])[CH3:20])=[O:17])[CH:8]=[C:9]([CH3:14])[C:10]=1[N+:11]([O-:13])=[O:12])(=O)C.[OH-].[Li+].C(OCC)(=O)C.[Cl-].[Na+]. Given the product [OH:4][C:5]1[CH:6]=[C:7]([CH2:15][C:16]([O:18][C:19]([CH3:22])([CH3:21])[CH3:20])=[O:17])[CH:8]=[C:9]([CH3:14])[C:10]=1[N+:11]([O-:13])=[O:12], predict the reactants needed to synthesize it. (6) Given the product [Br:10][C:11]1[CH:19]=[CH:18][C:14]([C:15]([N:23]([O:24][CH3:25])[CH3:22])=[O:16])=[CH:13][C:12]=1[CH3:20], predict the reactants needed to synthesize it. The reactants are: C(N(C(C)C)CC)(C)C.[Br:10][C:11]1[CH:19]=[CH:18][C:14]([C:15](O)=[O:16])=[CH:13][C:12]=1[CH3:20].Cl.[CH3:22][NH:23][O:24][CH3:25].CCN=C=NCCCN(C)C.C1C=CC2N(O)N=NC=2C=1. (7) The reactants are: [CH2:1]([C:3]1[CH:8]=[CH:7][C:6]([CH:9]2[CH2:14][N:13]([C:15]([N:17]3[CH2:22][CH2:21][CH:20]([C:23]#[N:24])[CH2:19][CH2:18]3)=[O:16])[CH2:12][CH:11]([C:25](O)=[O:26])[CH2:10]2)=[CH:5][CH:4]=1)[CH3:2].[F:28][C:29]1[CH:30]=[C:31]([C:35](=[N:37]O)[NH2:36])[CH:32]=[CH:33][CH:34]=1. Given the product [CH2:1]([C:3]1[CH:4]=[CH:5][C:6]([CH:9]2[CH2:10][CH:11]([C:25]3[O:26][N:37]=[C:35]([C:31]4[CH:32]=[CH:33][CH:34]=[C:29]([F:28])[CH:30]=4)[N:36]=3)[CH2:12][N:13]([C:15]([N:17]3[CH2:22][CH2:21][CH:20]([C:23]#[N:24])[CH2:19][CH2:18]3)=[O:16])[CH2:14]2)=[CH:7][CH:8]=1)[CH3:2], predict the reactants needed to synthesize it.